This data is from Forward reaction prediction with 1.9M reactions from USPTO patents (1976-2016). The task is: Predict the product of the given reaction. (1) Given the reactants [CH3:1][N:2]([CH3:11])[S:3]([N:6]1[CH:10]=[CH:9][N:8]=[CH:7]1)(=[O:5])=[O:4].C([Li])CCC.[Si:17](Cl)([C:20]([CH3:23])([CH3:22])[CH3:21])([CH3:19])[CH3:18], predict the reaction product. The product is: [CH3:1][N:2]([CH3:11])[S:3]([N:6]1[CH:10]=[CH:9][N:8]=[C:7]1[Si:17]([C:20]([CH3:23])([CH3:22])[CH3:21])([CH3:19])[CH3:18])(=[O:4])=[O:5]. (2) Given the reactants [C:1](Cl)(=[O:3])[CH3:2].[N:5]1([C:11]2[CH:16]=[C:15]([CH2:17][N:18]3[CH:23]=[C:22]([C:24]4[O:28][N:27]=[C:26]([C:29]5[CH:34]=[CH:33][C:32]([S:35][C:36]([F:39])([F:38])[F:37])=[CH:31][CH:30]=5)[N:25]=4)[CH:21]=[CH:20][C:19]3=[O:40])[CH:14]=[CH:13][N:12]=2)[CH2:10][CH2:9][NH:8][CH2:7][CH2:6]1.C(N(CC)CC)C.O, predict the reaction product. The product is: [C:1]([N:8]1[CH2:7][CH2:6][N:5]([C:11]2[CH:16]=[C:15]([CH2:17][N:18]3[CH:23]=[C:22]([C:24]4[O:28][N:27]=[C:26]([C:29]5[CH:34]=[CH:33][C:32]([S:35][C:36]([F:39])([F:37])[F:38])=[CH:31][CH:30]=5)[N:25]=4)[CH:21]=[CH:20][C:19]3=[O:40])[CH:14]=[CH:13][N:12]=2)[CH2:10][CH2:9]1)(=[O:3])[CH3:2]. (3) The product is: [F:1][C:2]1[CH:3]=[CH:4][C:5]([O:10][C:12]2[CH:17]=[C:16]([CH3:18])[C:15]([N+:19]([O-:21])=[O:20])=[CH:14][N:13]=2)=[C:6]([CH:9]=1)[C:7]#[N:8]. Given the reactants [F:1][C:2]1[CH:3]=[CH:4][C:5]([OH:10])=[C:6]([CH:9]=1)[C:7]#[N:8].Cl[C:12]1[CH:17]=[C:16]([CH3:18])[C:15]([N+:19]([O-:21])=[O:20])=[CH:14][N:13]=1.C(=O)([O-])[O-].[K+].[K+].[H][H], predict the reaction product. (4) The product is: [O:1]([C:8]1[CH:16]=[CH:15][C:11]([C:12]([Cl:20])=[O:13])=[CH:10][CH:9]=1)[C:2]1[CH:7]=[CH:6][CH:5]=[CH:4][CH:3]=1. Given the reactants [O:1]([C:8]1[CH:16]=[CH:15][C:11]([C:12](O)=[O:13])=[CH:10][CH:9]=1)[C:2]1[CH:7]=[CH:6][CH:5]=[CH:4][CH:3]=1.C(Cl)(=O)C([Cl:20])=O, predict the reaction product. (5) Given the reactants C([O:3][C:4]([CH:6]1[CH2:11][CH2:10][N:9]([CH2:12][C:13]2[CH:18]=[CH:17][C:16]([NH:19]/[C:20](=[C:27]3\[C:28](=[O:39])[NH:29][C:30]4[C:35]\3=[CH:34][C:33]([N+:36]([O-:38])=[O:37])=[CH:32][CH:31]=4)/[C:21]3[CH:26]=[CH:25][CH:24]=[CH:23][CH:22]=3)=[CH:15][CH:14]=2)[CH2:8][CH2:7]1)=[O:5])C.[OH-].[Na+], predict the reaction product. The product is: [C:4]([CH:6]1[CH2:11][CH2:10][N:9]([CH2:12][C:13]2[CH:14]=[CH:15][C:16]([NH:19]/[C:20](=[C:27]3\[C:28](=[O:39])[NH:29][C:30]4[C:35]\3=[CH:34][C:33]([N+:36]([O-:38])=[O:37])=[CH:32][CH:31]=4)/[C:21]3[CH:26]=[CH:25][CH:24]=[CH:23][CH:22]=3)=[CH:17][CH:18]=2)[CH2:8][CH2:7]1)([OH:5])=[O:3]. (6) Given the reactants Cl[C:2]1[CH:7]=[C:6]([O:8][CH3:9])[CH:5]=[C:4]([C:10]2[S:11][CH:12]=[C:13]([C:15]([F:18])([F:17])[F:16])[N:14]=2)[N:3]=1.[CH3:19][C:20]1[N:21]=[C:22]([Sn](CCCC)(CCCC)CCCC)[S:23][CH:24]=1.C([O-])([O-])=O.[K+].[K+], predict the reaction product. The product is: [CH3:9][O:8][C:6]1[CH:5]=[C:4]([C:10]2[S:11][CH:12]=[C:13]([C:15]([F:18])([F:17])[F:16])[N:14]=2)[N:3]=[C:2]([C:22]2[S:23][CH:24]=[C:20]([CH3:19])[N:21]=2)[CH:7]=1. (7) Given the reactants I([O-])(=O)(=O)=O.[Na+].[CH3:7][C:8]([O:11][C:12]([N:14]1[C@H:18]([C:19]([O:21][CH3:22])=[O:20])[CH2:17][C@H:16]([OH:23])[CH2:15]1)=[O:13])([CH3:10])[CH3:9], predict the reaction product. The product is: [CH3:22][O:21][C:19]([C@@H:18]1[CH2:17][C:16](=[O:23])[CH2:15][N:14]1[C:12]([O:11][C:8]([CH3:10])([CH3:9])[CH3:7])=[O:13])=[O:20]. (8) The product is: [CH2:1]([O:3][C:4](=[O:12])[C:5]1[CH:10]=[CH:9][C:8]([N:11]=[CH:19][C:18]2[CH:21]=[C:14]([F:13])[CH:15]=[CH:16][C:17]=2[CH3:22])=[CH:7][CH:6]=1)[CH3:2]. Given the reactants [CH2:1]([O:3][C:4](=[O:12])[C:5]1[CH:10]=[CH:9][C:8]([NH2:11])=[CH:7][CH:6]=1)[CH3:2].[F:13][C:14]1[CH:15]=[CH:16][C:17]([CH3:22])=[C:18]([CH:21]=1)[CH:19]=O, predict the reaction product. (9) Given the reactants C[Si](C)(C)CCOC[N:7](COCC[Si](C)(C)C)[C:8]1[N:13]2[N:14]=[CH:15][C:16]([C:17]3[CH:18]=[N:19][C:20]4[C:25]([CH:26]=3)=[CH:24][CH:23]=[CH:22][CH:21]=4)=[C:12]2[N:11]=[C:10]([CH:27]2[CH2:32][N:31](C(OC(C)(C)C)=O)[CH:30]([C:40]([O:42]C(C)(C)C)=[O:41])[CH2:29][CH2:28]2)[CH:9]=1.Cl, predict the reaction product. The product is: [NH2:7][C:8]1[N:13]2[N:14]=[CH:15][C:16]([C:17]3[CH:18]=[N:19][C:20]4[C:25]([CH:26]=3)=[CH:24][CH:23]=[CH:22][CH:21]=4)=[C:12]2[N:11]=[C:10]([CH:27]2[CH2:32][NH:31][CH:30]([C:40]([OH:42])=[O:41])[CH2:29][CH2:28]2)[CH:9]=1.